This data is from HIV replication inhibition screening data with 41,000+ compounds from the AIDS Antiviral Screen. The task is: Binary Classification. Given a drug SMILES string, predict its activity (active/inactive) in a high-throughput screening assay against a specified biological target. (1) The drug is CCC1(O)CC(OC2CC(N(C)C)C(OC3CC(O)C(OC4CCC(=O)C(C)O4)C(C)O3)C(C)O2)c2c(cc3c(c2O)C(=O)c2c(O)ccc(O)c2C3=O)C1C(=O)OC. The result is 0 (inactive). (2) The drug is O=[N+]([O-])c1cc2ccc1OCc1cccc(n1)COc1ccc(cc1[N+](=O)[O-])C=NCCCCCCCCN=C2. The result is 0 (inactive).